From a dataset of Forward reaction prediction with 1.9M reactions from USPTO patents (1976-2016). Predict the product of the given reaction. (1) Given the reactants [Br:1][C:2]1[CH:7]=[CH:6][CH:5]=[CH:4][C:3]=1[OH:8].[Mg+2].[Cl-].[Cl-].C[CH2:13][O:14]C(C)=O, predict the reaction product. The product is: [Br:1][C:2]1[C:3]([OH:8])=[C:4]([CH:5]=[CH:6][CH:7]=1)[CH:13]=[O:14]. (2) Given the reactants [Cl:1][C:2]1[CH:3]=[C:4](B2OC(C)(C)C(C)(C)O2)[CH:5]=[C:6]([F:9])[C:7]=1[Cl:8].Br[C:20]([C:22]([F:25])([F:24])[F:23])=[CH2:21].C([O-])([O-])=O.[Cs+].[Cs+].[OH:32][N:33]=[C:34](Cl)[C:35]1[CH:46]=[CH:45][C:38]2[B:39]([OH:44])[O:40][C:41]([CH3:43])([CH3:42])[C:37]=2[CH:36]=1, predict the reaction product. The product is: [Cl:1][C:2]1[CH:3]=[C:4]([C:20]2([C:22]([F:25])([F:24])[F:23])[O:32][N:33]=[C:34]([C:35]3[CH:46]=[CH:45][C:38]4[B:39]([OH:44])[O:40][C:41]([CH3:43])([CH3:42])[C:37]=4[CH:36]=3)[CH2:21]2)[CH:5]=[C:6]([F:9])[C:7]=1[Cl:8]. (3) Given the reactants O[C@@H]1[C@H:6]2[N:7]([C:10]([O:12][C:13]3[CH:18]=[CH:17][CH:16]=[CH:15][C:14]=3[CH2:19][CH2:20][CH3:21])=[O:11])[CH2:8]C[C@H:5]2OC1.C(N1C=CN=C1)([N:24]1C=CN=C1)=O.C(C1C=CC=CC=1O)CC, predict the reaction product. The product is: [N:7]1([C:10]([O:12][C:13]2[CH:18]=[CH:17][CH:16]=[CH:15][C:14]=2[CH2:19][CH2:20][CH3:21])=[O:11])[CH:6]=[CH:5][N:24]=[CH:8]1. (4) Given the reactants [NH:1]1[C:5]2[CH:6]=[CH:7][CH:8]=[CH:9][C:4]=2[N:3]=[C:2]1[C@@H:10]([NH:34][S:35]([C:38]1[CH:43]=[CH:42][CH:41]=[CH:40][CH:39]=1)(=[O:37])=[O:36])[CH2:11][C:12]1[CH:17]=[CH:16][C:15]([N:18]2[CH2:22][C:21](=[O:23])[NH:20][S:19]2(=[O:25])=[O:24])=[C:14]([O:26]CC2C=CC=CC=2)[CH:13]=1.C([O-])([O-])=O.[K+].[K+], predict the reaction product. The product is: [NH:3]1[C:4]2[CH:9]=[CH:8][CH:7]=[CH:6][C:5]=2[N:1]=[C:2]1[C@@H:10]([NH:34][S:35]([C:38]1[CH:43]=[CH:42][CH:41]=[CH:40][CH:39]=1)(=[O:36])=[O:37])[CH2:11][C:12]1[CH:17]=[CH:16][C:15]([N:18]2[CH2:22][C:21](=[O:23])[NH:20][S:19]2(=[O:24])=[O:25])=[C:14]([OH:26])[CH:13]=1.